This data is from Peptide-MHC class II binding affinity with 134,281 pairs from IEDB. The task is: Regression. Given a peptide amino acid sequence and an MHC pseudo amino acid sequence, predict their binding affinity value. This is MHC class II binding data. (1) The peptide sequence is KIFGSLAFLPESFDGDPA. The MHC is HLA-DPA10201-DPB10501 with pseudo-sequence HLA-DPA10201-DPB10501. The binding affinity (normalized) is 0.476. (2) The peptide sequence is PGGAKKPLRPRWCDE. The MHC is HLA-DQA10201-DQB10301 with pseudo-sequence HLA-DQA10201-DQB10301. The binding affinity (normalized) is 0. (3) The peptide sequence is AATQARAAAAAFEAA. The MHC is HLA-DQA10401-DQB10402 with pseudo-sequence HLA-DQA10401-DQB10402. The binding affinity (normalized) is 0.202. (4) The peptide sequence is YTDYLTVMDRYSVDA. The MHC is DRB1_0801 with pseudo-sequence DRB1_0801. The binding affinity (normalized) is 0.488. (5) The peptide sequence is YPKYVKQNTLKLAT. The MHC is DRB3_0101 with pseudo-sequence DRB3_0101. The binding affinity (normalized) is 0.597. (6) The peptide sequence is LENDNQLLYNYPGAL. The MHC is HLA-DPA10301-DPB10402 with pseudo-sequence HLA-DPA10301-DPB10402. The binding affinity (normalized) is 0.412. (7) The binding affinity (normalized) is 0.601. The peptide sequence is IIQGLKLMNSPEFHL. The MHC is DRB1_1501 with pseudo-sequence DRB1_1501.